Dataset: Forward reaction prediction with 1.9M reactions from USPTO patents (1976-2016). Task: Predict the product of the given reaction. (1) Given the reactants [CH3:1][O:2][C:3]([CH:5]1[CH2:9][C@H:8]([O:10][CH3:11])[C@@H:7]([NH2:12])[CH2:6]1)=[O:4].[Cl:13][C:14]1[S:18][C:17]([C:19]([OH:21])=[O:20])=[CH:16][CH:15]=1, predict the reaction product. The product is: [CH3:1][O:2][C:3]([C@H:5]1[CH2:9][C@H:8]([O:10][CH3:11])[C@@H:7]([NH:12][C:19]([C:17]2[S:18][C:14]([Cl:13])=[CH:15][CH:16]=2)=[O:20])[CH2:6]1)=[O:4].[CH3:1][O:2][C:3]([C@@H:5]1[CH2:9][C@H:8]([O:10][CH3:11])[C@@H:7]([NH:12][C:19]([C:17]2[S:18][C:14]([Cl:13])=[CH:15][CH:16]=2)=[O:21])[CH2:6]1)=[O:4]. (2) Given the reactants [CH3:1][O:2][C:3]1[CH:4]=[C:5]([CH:19]=[CH:20][C:21]=1[O:22][CH3:23])[CH2:6][CH:7]1[C:16]2[C:11](=[CH:12][C:13]([O:17][CH3:18])=[CH:14][CH:15]=2)[CH2:10][CH2:9][NH:8]1.Br[CH2:25][C:26](Br)=[O:27].[F:29][C:30]1[CH:37]=[CH:36][CH:35]=[CH:34][C:31]=1[CH2:32][NH2:33], predict the reaction product. The product is: [CH3:1][O:2][C:3]1[CH:4]=[C:5]([CH:19]=[CH:20][C:21]=1[O:22][CH3:23])[CH2:6][CH:7]1[C:16]2[C:11](=[CH:12][C:13]([O:17][CH3:18])=[CH:14][CH:15]=2)[CH2:10][CH2:9][N:8]1[CH2:25][C:26]([NH:33][CH2:32][C:31]1[CH:34]=[CH:35][CH:36]=[CH:37][C:30]=1[F:29])=[O:27]. (3) Given the reactants C1(O[C:8]([N:10]2[C:16]([CH3:17])=[CH:15][C:14]3[CH:18]=[CH:19][C:20]([Cl:22])=[CH:21][C:13]=3[C:12]([C:23]3[CH:28]=[CH:27][C:26]([N+:29]([O-:31])=[O:30])=[C:25]([CH3:32])[CH:24]=3)=[N:11]2)=[O:9])C=CC=CC=1.[CH3:33][NH2:34], predict the reaction product. The product is: [CH3:33][NH:34][C:8]([N:10]1[C:16]([CH3:17])=[CH:15][C:14]2[CH:18]=[CH:19][C:20]([Cl:22])=[CH:21][C:13]=2[C:12]([C:23]2[CH:28]=[CH:27][C:26]([N+:29]([O-:31])=[O:30])=[C:25]([CH3:32])[CH:24]=2)=[N:11]1)=[O:9]. (4) The product is: [Cl:1][C:2]1[C:35]([F:36])=[CH:34][CH:33]=[CH:32][C:3]=1[CH2:4][NH:5][C:6](=[O:31])[N:7]([C@H:9]([CH2:15][O:16][C:17](=[O:30])[NH:18][C:19]1[N:20]=[CH:21][C:22]2[C:27]([CH:28]=1)=[CH:26][C:25]([F:29])=[CH:24][CH:23]=2)[CH2:10][CH2:11][C:12]([N:71]1[CH2:72][CH2:73][N:68]([C:66]([O:65][C:61]([CH3:64])([CH3:62])[CH3:63])=[O:67])[CH2:69][CH2:70]1)=[O:13])[CH3:8]. Given the reactants [Cl:1][C:2]1[C:35]([F:36])=[CH:34][CH:33]=[CH:32][C:3]=1[CH2:4][NH:5][C:6](=[O:31])[N:7]([C@H:9]([CH2:15][O:16][C:17](=[O:30])[NH:18][C:19]1[N:20]=[CH:21][C:22]2[C:27]([CH:28]=1)=[CH:26][C:25]([F:29])=[CH:24][CH:23]=2)[CH2:10][CH2:11][C:12](O)=[O:13])[CH3:8].CN(C(ON1N=NC2C=CC=CC1=2)=[N+](C)C)C.F[P-](F)(F)(F)(F)F.[C:61]([O:65][C:66]([N:68]1[CH2:73][CH2:72][NH:71][CH2:70][CH2:69]1)=[O:67])([CH3:64])([CH3:63])[CH3:62].CCN(C(C)C)C(C)C, predict the reaction product. (5) Given the reactants [C:1]1([N:7]2[CH:11]=[C:10]([C:12]([O:14]CC)=[O:13])[C:9]([C:17]([F:20])([F:19])[F:18])=[N:8]2)[CH:6]=[CH:5][CH:4]=[CH:3][CH:2]=1.[OH-].[Na+], predict the reaction product. The product is: [C:1]1([N:7]2[CH:11]=[C:10]([C:12]([OH:14])=[O:13])[C:9]([C:17]([F:19])([F:20])[F:18])=[N:8]2)[CH:2]=[CH:3][CH:4]=[CH:5][CH:6]=1. (6) Given the reactants [CH:1]1([N:6]2[C:15]3[N:14]=[C:13]([NH:16][C:17]4[CH:30]=[CH:29][C:20]([C:21]([NH:23][CH:24]5[CH2:28][CH2:27][NH:26][CH2:25]5)=[O:22])=[CH:19][C:18]=4[O:31][CH3:32])[N:12]=[CH:11][C:10]=3[N:9]([CH3:33])[C:8](=[O:34])[C@H:7]2[CH2:35][CH3:36])[CH2:5][CH2:4][CH2:3][CH2:2]1.C([O-])([O-])=O.[K+].[K+].[Na+].[I-].Br[CH2:46][CH2:47][C@H:48]([NH:57][C:58]([O:60][C:61]([CH3:64])([CH3:63])[CH3:62])=[O:59])[C:49]([O:51][CH:52]1[CH2:56][CH2:55][CH2:54][CH2:53]1)=[O:50], predict the reaction product. The product is: [C:61]([O:60][C:58]([NH:57][C@@H:48]([CH2:47][CH2:46][N:26]1[CH2:27][CH2:28][CH:24]([NH:23][C:21](=[O:22])[C:20]2[CH:29]=[CH:30][C:17]([NH:16][C:13]3[N:12]=[CH:11][C:10]4[N:9]([CH3:33])[C:8](=[O:34])[C@@H:7]([CH2:35][CH3:36])[N:6]([CH:1]5[CH2:5][CH2:4][CH2:3][CH2:2]5)[C:15]=4[N:14]=3)=[C:18]([O:31][CH3:32])[CH:19]=2)[CH2:25]1)[C:49]([O:51][CH:52]1[CH2:53][CH2:54][CH2:55][CH2:56]1)=[O:50])=[O:59])([CH3:64])([CH3:63])[CH3:62]. (7) Given the reactants Cl.[CH3:2][O:3][C:4]1[CH:5]=[C:6]([C@H:10]([NH2:13])[CH2:11][CH3:12])[CH:7]=[CH:8][CH:9]=1.[I:14][C:15]1[C:23]2[C:18](=[CH:19][CH:20]=[C:21]([C:24](O)=[O:25])[CH:22]=2)[NH:17][N:16]=1.CN(C(ON1N=NC2C=CC=CC1=2)=[N+](C)C)C.[B-](F)(F)(F)F.CCN(C(C)C)C(C)C, predict the reaction product. The product is: [I:14][C:15]1[C:23]2[C:18](=[CH:19][CH:20]=[C:21]([C:24]([NH:13][C@@H:10]([C:6]3[CH:7]=[CH:8][CH:9]=[C:4]([O:3][CH3:2])[CH:5]=3)[CH2:11][CH3:12])=[O:25])[CH:22]=2)[NH:17][N:16]=1.